This data is from Reaction yield outcomes from USPTO patents with 853,638 reactions. The task is: Predict the reaction yield, written as a fraction of the theoretical maximum amount of product (1.0 means a 100% yield; for example, 0.34 means a 34% yield). The reactants are [CH2:1]([O:8][C:9](=[O:44])[NH:10][C@H:11]([C:13](=[O:43])[NH:14][C@H:15]([C:20](=[O:42])[NH:21][C@@H:22]([CH2:35][C:36]1[CH:41]=[CH:40][CH:39]=[CH:38][CH:37]=1)[CH:23]([C:25](=[O:34])[NH:26][CH2:27][C:28]1[CH:33]=[CH:32][CH:31]=[CH:30][CH:29]=1)[OH:24])[CH2:16][CH:17]([CH3:19])[CH3:18])[CH3:12])[C:2]1[CH:7]=[CH:6][CH:5]=[CH:4][CH:3]=1.CC(OI1(OC(C)=O)(OC(C)=O)OC(=O)C2C=CC=CC1=2)=O. The catalyst is ClCCl. The product is [CH2:1]([O:8][C:9](=[O:44])[NH:10][C@H:11]([C:13](=[O:43])[NH:14][C@H:15]([C:20](=[O:42])[NH:21][C@@H:22]([CH2:35][C:36]1[CH:37]=[CH:38][CH:39]=[CH:40][CH:41]=1)[C:23]([C:25](=[O:34])[NH:26][CH2:27][C:28]1[CH:33]=[CH:32][CH:31]=[CH:30][CH:29]=1)=[O:24])[CH2:16][CH:17]([CH3:18])[CH3:19])[CH3:12])[C:2]1[CH:7]=[CH:6][CH:5]=[CH:4][CH:3]=1. The yield is 0.640.